This data is from Forward reaction prediction with 1.9M reactions from USPTO patents (1976-2016). The task is: Predict the product of the given reaction. (1) Given the reactants [CH3:1][C:2]1[S:3][C:4]2[CH:10]=[CH:9][C:8]([O:11][CH2:12][CH:13]3[CH2:15][O:14]3)=[CH:7][C:5]=2[N:6]=1.C([O:19][C:20]1[CH:25]=[CH:24][C:23]([NH:26][C:27](=[O:35])[CH2:28][N:29]2[CH2:34][CH2:33][NH:32][CH2:31][CH2:30]2)=[CH:22][CH:21]=1)(=O)C.CC1C=CC=C(C)C=1NC(=O)CN1CCNCC1, predict the reaction product. The product is: [OH:14][CH:13]([CH2:12][O:11][C:8]1[CH:9]=[CH:10][C:4]2[S:3][C:2]([CH3:1])=[N:6][C:5]=2[CH:7]=1)[CH2:15][N:32]1[CH2:31][CH2:30][N:29]([CH2:28][C:27]([NH:26][C:23]2[CH:24]=[CH:25][C:20]([OH:19])=[CH:21][CH:22]=2)=[O:35])[CH2:34][CH2:33]1. (2) Given the reactants [CH2:1]([O:3][C:4](N=C=S)=[O:5])[CH3:2].[NH2:9][C:10]([NH2:12])=S.C([NH:16]CCC)CC, predict the reaction product. The product is: [CH2:1]([O:3][C:4]([NH:9][C:10]([NH2:12])=[NH:16])=[O:5])[CH3:2]. (3) Given the reactants [F:1][C:2]1[CH:3]=[CH:4][C:5]([O:13][CH3:14])=[C:6]2[C:11]=1[O:10][CH2:9][CH:8]([NH2:12])[CH2:7]2.Br[CH2:16][CH2:17][CH2:18][C:19]1[C:27]2[C:22](=[CH:23][CH:24]=[C:25]([F:28])[CH:26]=2)[NH:21][CH:20]=1.C(N(CC)CC)C.CO.CCOC(C)=O, predict the reaction product. The product is: [F:28][C:25]1[CH:26]=[C:27]2[C:22](=[CH:23][CH:24]=1)[NH:21][CH:20]=[C:19]2[CH2:18][CH2:17][CH2:16][NH:12][CH:8]1[CH2:7][C:6]2[C:11](=[C:2]([F:1])[CH:3]=[CH:4][C:5]=2[O:13][CH3:14])[O:10][CH2:9]1. (4) Given the reactants [F:1][C:2]1[CH:7]=[CH:6][C:5]([O:8][C:9]([F:12])([F:11])[F:10])=[CH:4][CH:3]=1.C(N(CC(O)=O)CC(O)=O)CN(CC(O)=O)CC(O)=O.C([Li])(CC)C.C1CCCCC1.C[O:45][B:46]([O:48]C)F, predict the reaction product. The product is: [F:1][C:2]1[CH:3]=[CH:4][C:5]([O:8][C:9]([F:10])([F:11])[F:12])=[CH:6][C:7]=1[B:46]([OH:48])[OH:45].